The task is: Regression. Given a peptide amino acid sequence and an MHC pseudo amino acid sequence, predict their binding affinity value. This is MHC class II binding data.. This data is from Peptide-MHC class II binding affinity with 134,281 pairs from IEDB. (1) The peptide sequence is KPIDDRFATALTALN. The MHC is DRB1_0401 with pseudo-sequence DRB1_0401. The binding affinity (normalized) is 0.699. (2) The peptide sequence is AAATAGCTVYGAFAA. The MHC is HLA-DQA10401-DQB10402 with pseudo-sequence HLA-DQA10401-DQB10402. The binding affinity (normalized) is 0.452. (3) The binding affinity (normalized) is 0.664. The peptide sequence is AAAPAGTTVYGAFAA. The MHC is HLA-DQA10102-DQB10602 with pseudo-sequence HLA-DQA10102-DQB10602. (4) The peptide sequence is YKFIPSLEAAVKQAY. The MHC is DRB3_0202 with pseudo-sequence DRB3_0202. The binding affinity (normalized) is 0.568. (5) The peptide sequence is SILKWHLHKVVEVPI. The MHC is DRB1_0901 with pseudo-sequence DRB1_0901. The binding affinity (normalized) is 0.958. (6) The peptide sequence is FPPNGTHSWEYWGAQ. The MHC is HLA-DQA10501-DQB10301 with pseudo-sequence HLA-DQA10501-DQB10301. The binding affinity (normalized) is 0.0775.